This data is from Full USPTO retrosynthesis dataset with 1.9M reactions from patents (1976-2016). The task is: Predict the reactants needed to synthesize the given product. Given the product [CH3:35][O:36][C:37]1[CH:38]=[C:39]([CH:42]=[CH:43][CH:44]=1)[CH2:40][N:23]1[CH2:24][CH2:25][CH:20]([N:3]([CH3:2])[C:4]([N:6]2[CH:10]=[C:9]([C:11]3[CH:16]=[CH:15][CH:14]=[C:13]([N+:17]([O-:19])=[O:18])[CH:12]=3)[N:8]=[CH:7]2)=[O:5])[CH2:21][CH2:22]1, predict the reactants needed to synthesize it. The reactants are: Cl.[CH3:2][N:3]([CH:20]1[CH2:25][CH2:24][NH:23][CH2:22][CH2:21]1)[C:4]([N:6]1[CH:10]=[C:9]([C:11]2[CH:16]=[CH:15][CH:14]=[C:13]([N+:17]([O-:19])=[O:18])[CH:12]=2)[N:8]=[CH:7]1)=[O:5].C(N(CC)C(C)C)(C)C.[CH3:35][O:36][C:37]1[CH:38]=[C:39]([CH:42]=[CH:43][CH:44]=1)[CH:40]=O.C(O[BH-](OC(=O)C)OC(=O)C)(=O)C.[Na+].C(O)(=O)C.